From a dataset of Reaction yield outcomes from USPTO patents with 853,638 reactions. Predict the reaction yield, written as a fraction of the theoretical maximum amount of product (1.0 means a 100% yield; for example, 0.34 means a 34% yield). (1) The reactants are [CH2:1]([C:3]1[O:7][C:6]([C:8]2[CH:9]=[C:10]([NH:23][CH:24]([CH3:26])[CH3:25])[C:11]([N:14]3[CH2:19][CH2:18][CH:17]([C:20](O)=[O:21])[CH2:16][CH2:15]3)=[N:12][CH:13]=2)=[N:5][CH:4]=1)[CH3:2].CCN=C=NCCCN(C)C.C1C=CC2N(O)N=NC=2C=1.CCN(C(C)C)C(C)C.[Cl:57][C:58]1[S:62][C:61]([S:63]([NH2:66])(=[O:65])=[O:64])=[CH:60][CH:59]=1. The catalyst is C(Cl)Cl. The product is [Cl:57][C:58]1[S:62][C:61]([S:63]([NH:66][C:20]([CH:17]2[CH2:18][CH2:19][N:14]([C:11]3[C:10]([NH:23][CH:24]([CH3:25])[CH3:26])=[CH:9][C:8]([C:6]4[O:7][C:3]([CH2:1][CH3:2])=[CH:4][N:5]=4)=[CH:13][N:12]=3)[CH2:15][CH2:16]2)=[O:21])(=[O:65])=[O:64])=[CH:60][CH:59]=1. The yield is 0.500. (2) The reactants are C([O:8][C:9]1[CH:18]=[C:17]2[C:12]([C:13]([OH:20])=[CH:14][C:15]([CH3:19])=[N:16]2)=[CH:11][CH:10]=1)C1C=CC=CC=1. The catalyst is CO.[Pd]. The product is [CH3:19][C:15]1[CH:14]=[C:13]([OH:20])[C:12]2[C:17](=[CH:18][C:9]([OH:8])=[CH:10][CH:11]=2)[N:16]=1. The yield is 0.986. (3) The reactants are [C:1]([O:5][C:6]([N:8]1[CH2:12][CH2:11][CH:10]([O:13][C:14]2[CH:19]=[CH:18][CH:17]=[CH:16][C:15]=2[C:20]2[NH:24][C:23]3[CH:25]=[CH:26][CH:27]=[C:28]([C:29](O)=[O:30])[C:22]=3[N:21]=2)[CH2:9]1)=[O:7])([CH3:4])([CH3:3])[CH3:2].[S:32]1[CH:36]=[CH:35][N:34]=[C:33]1[NH2:37].CN(C(ON1N=NC2C=CC=NC1=2)=[N+](C)C)C.F[P-](F)(F)(F)(F)F.CCN(C(C)C)C(C)C. The catalyst is CN(C=O)C.O. The product is [S:32]1[CH:36]=[CH:35][N:34]=[C:33]1[NH:37][C:29]([C:28]1[C:22]2[N:21]=[C:20]([C:15]3[CH:16]=[CH:17][CH:18]=[CH:19][C:14]=3[O:13][CH:10]3[CH2:11][CH2:12][N:8]([C:6]([O:5][C:1]([CH3:2])([CH3:3])[CH3:4])=[O:7])[CH2:9]3)[NH:24][C:23]=2[CH:25]=[CH:26][CH:27]=1)=[O:30]. The yield is 0.480.